This data is from NCI-60 drug combinations with 297,098 pairs across 59 cell lines. The task is: Regression. Given two drug SMILES strings and cell line genomic features, predict the synergy score measuring deviation from expected non-interaction effect. (1) Drug 1: C1=NNC2=C1C(=O)NC=N2. Drug 2: C1CC(=O)NC(=O)C1N2C(=O)C3=CC=CC=C3C2=O. Cell line: MCF7. Synergy scores: CSS=5.82, Synergy_ZIP=-2.11, Synergy_Bliss=0.103, Synergy_Loewe=0.836, Synergy_HSA=0.963. (2) Drug 1: COC1=CC(=CC(=C1O)OC)C2C3C(COC3=O)C(C4=CC5=C(C=C24)OCO5)OC6C(C(C7C(O6)COC(O7)C8=CC=CS8)O)O. Drug 2: CS(=O)(=O)OCCCCOS(=O)(=O)C. Cell line: TK-10. Synergy scores: CSS=7.74, Synergy_ZIP=-4.52, Synergy_Bliss=-2.19, Synergy_Loewe=-18.2, Synergy_HSA=-2.97. (3) Drug 1: CC1C(C(CC(O1)OC2CC(CC3=C2C(=C4C(=C3O)C(=O)C5=C(C4=O)C(=CC=C5)OC)O)(C(=O)C)O)N)O.Cl. Drug 2: CN1C2=C(C=C(C=C2)N(CCCl)CCCl)N=C1CCCC(=O)O.Cl. Cell line: SK-MEL-28. Synergy scores: CSS=6.63, Synergy_ZIP=2.58, Synergy_Bliss=5.95, Synergy_Loewe=-12.2, Synergy_HSA=3.84. (4) Drug 1: CCC1=CC2CC(C3=C(CN(C2)C1)C4=CC=CC=C4N3)(C5=C(C=C6C(=C5)C78CCN9C7C(C=CC9)(C(C(C8N6C)(C(=O)OC)O)OC(=O)C)CC)OC)C(=O)OC.C(C(C(=O)O)O)(C(=O)O)O. Drug 2: CC1C(C(CC(O1)OC2CC(CC3=C2C(=C4C(=C3O)C(=O)C5=C(C4=O)C(=CC=C5)OC)O)(C(=O)C)O)N)O.Cl. Cell line: MDA-MB-231. Synergy scores: CSS=38.3, Synergy_ZIP=-10.2, Synergy_Bliss=0.377, Synergy_Loewe=0.432, Synergy_HSA=2.21. (5) Drug 1: CN1CCC(CC1)COC2=C(C=C3C(=C2)N=CN=C3NC4=C(C=C(C=C4)Br)F)OC. Drug 2: C1CN(P(=O)(OC1)NCCCl)CCCl. Cell line: RPMI-8226. Synergy scores: CSS=-4.15, Synergy_ZIP=1.17, Synergy_Bliss=0.930, Synergy_Loewe=-5.19, Synergy_HSA=-4.51. (6) Drug 1: CNC(=O)C1=NC=CC(=C1)OC2=CC=C(C=C2)NC(=O)NC3=CC(=C(C=C3)Cl)C(F)(F)F. Drug 2: C1CN(P(=O)(OC1)NCCCl)CCCl. Cell line: MALME-3M. Synergy scores: CSS=-0.881, Synergy_ZIP=2.46, Synergy_Bliss=4.42, Synergy_Loewe=-0.144, Synergy_HSA=-2.00.